This data is from Forward reaction prediction with 1.9M reactions from USPTO patents (1976-2016). The task is: Predict the product of the given reaction. (1) Given the reactants [NH2:1][C:2]1[CH:15]=[C:14]([O:16][CH3:17])[C:13]([O:18][CH3:19])=[CH:12][C:3]=1[C:4]([NH:6][C:7]([CH3:11])([C:9]#[CH:10])[CH3:8])=[O:5].ClCCCl.[CH:24](=O)[CH:25]([CH3:27])[CH3:26].C(O[BH-](OC(=O)C)OC(=O)C)(=O)C.[Na+], predict the reaction product. The product is: [CH2:24]([NH:1][C:2]1[CH:15]=[C:14]([O:16][CH3:17])[C:13]([O:18][CH3:19])=[CH:12][C:3]=1[C:4]([NH:6][C:7]([CH3:11])([C:9]#[CH:10])[CH3:8])=[O:5])[CH:25]([CH3:27])[CH3:26]. (2) Given the reactants Cl[C:2]1[N:7]=[C:6]([CH:8]([CH:11]2[N:15]([CH2:16][CH3:17])[C:14]3[CH:18]=[CH:19][CH:20]=[CH:21][C:13]=3[NH:12]2)[C:9]#[N:10])[C:5]([CH3:22])=[CH:4][N:3]=1.[NH2:23][CH:24]1[CH2:29][CH2:28][N:27]([CH3:30])[CH2:26][CH2:25]1, predict the reaction product. The product is: [CH2:16]([N:15]1[C:14]2[CH:18]=[CH:19][CH:20]=[CH:21][C:13]=2[NH:12]/[C:11]/1=[C:8](\[C:6]1[C:5]([CH3:22])=[CH:4][N:3]=[C:2]([NH:23][CH:24]2[CH2:29][CH2:28][N:27]([CH3:30])[CH2:26][CH2:25]2)[N:7]=1)/[C:9]#[N:10])[CH3:17]. (3) Given the reactants [CH3:1][C:2]1[CH:28]=[C:27]([N:29]2[C:33]([CH3:34])=[C:32]([CH3:35])[C:31]([CH3:36])=[N:30]2)[CH:26]=[CH:25][C:3]=1[O:4][CH2:5][C:6]1[C:11]([C:12]#[C:13][Si](C)(C)C)=[CH:10][CH:9]=[CH:8][C:7]=1[N:18]1[C:22](=[O:23])[N:21]([CH3:24])[N:20]=[N:19]1.C(=O)([O-])[O-].[K+].[K+].C(Cl)(Cl)Cl, predict the reaction product. The product is: [C:12]([C:11]1[C:6]([CH2:5][O:4][C:3]2[CH:25]=[CH:26][C:27]([N:29]3[C:33]([CH3:34])=[C:32]([CH3:35])[C:31]([CH3:36])=[N:30]3)=[CH:28][C:2]=2[CH3:1])=[C:7]([N:18]2[C:22](=[O:23])[N:21]([CH3:24])[N:20]=[N:19]2)[CH:8]=[CH:9][CH:10]=1)#[CH:13]. (4) Given the reactants Br[C:2]1[CH:3]=[C:4]2[O:11][C:10]([N:12]3[CH:18]4[CH2:19][CH2:20][N:15]([CH2:16][CH2:17]4)[CH2:14][CH2:13]3)=[N:9][C:5]2=[N:6][C:7]=1[CH3:8].[C:21]1(B(O)O)[CH:26]=[CH:25][CH:24]=[CH:23][CH:22]=1.C(=O)([O-])[O-].[K+].[K+].C(O)C, predict the reaction product. The product is: [CH3:8][C:7]1[N:6]=[C:5]2[N:9]=[C:10]([N:12]3[CH:18]4[CH2:19][CH2:20][N:15]([CH2:16][CH2:17]4)[CH2:14][CH2:13]3)[O:11][C:4]2=[CH:3][C:2]=1[C:21]1[CH:26]=[CH:25][CH:24]=[CH:23][CH:22]=1. (5) Given the reactants Cl[C:2]1[CH:7]=C(C)C=C(C)[C:3]=1N1CCCC2=C(N)N(C)N=C12.[CH3:21][N:22]1[C:30]([NH2:31])=[C:29]2[C:24]([N:25]([C:32]3[C:37]([CH3:38])=[CH:36][C:35]([CH3:39])=[CH:34][C:33]=3[CH3:40])[CH2:26][CH2:27][CH2:28]2)=[N:23]1, predict the reaction product. The product is: [CH2:3]([NH:31][C:30]1[N:22]([CH3:21])[N:23]=[C:24]2[C:29]=1[CH2:28][CH2:27][CH2:26][N:25]2[C:32]1[C:37]([CH3:38])=[CH:36][C:35]([CH3:39])=[CH:34][C:33]=1[CH3:40])[CH2:2][CH3:7]. (6) Given the reactants [O:1]=[C:2]([C:9]1[CH:14]=[CH:13][CH:12]=[CH:11][CH:10]=1)[CH2:3][C:4]([O:6][CH2:7][CH3:8])=[O:5].[CH:15](OCC)(OCC)[O:16][CH2:17][CH3:18].C(OC(=O)C)(=O)C, predict the reaction product. The product is: [C:2]([C:3](=[CH:15][O:16][CH2:17][CH3:18])[C:4]([O:6][CH2:7][CH3:8])=[O:5])(=[O:1])[C:9]1[CH:14]=[CH:13][CH:12]=[CH:11][CH:10]=1. (7) Given the reactants B(Cl)(Cl)Cl.[CH3:5][C:6]([C:10]1[CH:11]=[CH:12][C:13]([O:18]C)=[C:14]([CH:17]=1)[CH:15]=[O:16])([CH3:9])[CH:7]=[CH2:8].O, predict the reaction product. The product is: [CH3:9][C:6]([C:10]1[CH:11]=[CH:12][C:13]([OH:18])=[C:14]([CH:17]=1)[CH:15]=[O:16])([CH3:5])[CH:7]=[CH2:8]. (8) Given the reactants OO.[Cl:3][C:4]1[CH:9]=[CH:8][C:7]([C@@H:10]2[N:16]([C@@H:17]([C:19]3[CH:24]=[CH:23][C:22]([Cl:25])=[CH:21][CH:20]=3)[CH3:18])[C:15](=[O:26])[CH:14]([Se]C3C=CC=CC=3)[CH:13]([C:34]3[CH:39]=[CH:38][CH:37]=[CH:36][CH:35]=3)[NH:12][C:11]2=[O:40])=[CH:6][CH:5]=1, predict the reaction product. The product is: [Cl:3][C:4]1[CH:5]=[CH:6][C:7]([C@@H:10]2[N:16]([C@@H:17]([C:19]3[CH:24]=[CH:23][C:22]([Cl:25])=[CH:21][CH:20]=3)[CH3:18])[C:15](=[O:26])[CH:14]=[C:13]([C:34]3[CH:35]=[CH:36][CH:37]=[CH:38][CH:39]=3)[NH:12][C:11]2=[O:40])=[CH:8][CH:9]=1. (9) The product is: [C:1]1([C:7]([C:17]2[CH:22]=[CH:21][C:20]([CH:23]=[CH:24][C:25]([NH:39][S:36]([C:33]3[CH:32]=[CH:31][C:30]([C:29]([F:28])([F:40])[F:41])=[CH:35][CH:34]=3)(=[O:37])=[O:38])=[O:26])=[CH:19][CH:18]=2)=[C:8]([C:11]2[CH:16]=[CH:15][CH:14]=[CH:13][CH:12]=2)[CH2:9][CH3:10])[CH:2]=[CH:3][CH:4]=[CH:5][CH:6]=1. Given the reactants [C:1]1(/[C:7](/[C:17]2[CH:22]=[CH:21][C:20]([CH:23]=[CH:24][C:25](O)=[O:26])=[CH:19][CH:18]=2)=[C:8](/[C:11]2[CH:16]=[CH:15][CH:14]=[CH:13][CH:12]=2)\[CH2:9][CH3:10])[CH:6]=[CH:5][CH:4]=[CH:3][CH:2]=1.[F:28][C:29]([F:41])([F:40])[C:30]1[CH:35]=[CH:34][C:33]([S:36]([NH2:39])(=[O:38])=[O:37])=[CH:32][CH:31]=1, predict the reaction product.